Dataset: Forward reaction prediction with 1.9M reactions from USPTO patents (1976-2016). Task: Predict the product of the given reaction. Given the reactants [N+:1]([C:4]1[CH:5]=[C:6]2[C:10](=[CH:11][CH:12]=1)[NH:9][CH:8]=[CH:7]2)([O-:3])=[O:2].[OH-].[K+].[C:15]1([S:21](Cl)(=[O:23])=[O:22])[CH:20]=[CH:19][CH:18]=[CH:17][CH:16]=1, predict the reaction product. The product is: [C:15]1([S:21]([N:9]2[C:10]3[C:6](=[CH:5][C:4]([N+:1]([O-:3])=[O:2])=[CH:12][CH:11]=3)[CH:7]=[CH:8]2)(=[O:23])=[O:22])[CH:20]=[CH:19][CH:18]=[CH:17][CH:16]=1.